Predict which catalyst facilitates the given reaction. From a dataset of Catalyst prediction with 721,799 reactions and 888 catalyst types from USPTO. (1) Reactant: [O:1]1[CH2:6][CH2:5][N:4]([CH2:7][CH2:8][OH:9])[CH2:3][CH2:2]1.[Na].Cl[C:12]1[CH:17]=[CH:16][N:15]=[C:14]([NH2:18])[CH:13]=1. Product: [O:1]1[CH2:6][CH2:5][N:4]([CH2:7][CH2:8][O:9][C:12]2[CH:17]=[CH:16][N:15]=[C:14]([NH2:18])[CH:13]=2)[CH2:3][CH2:2]1. The catalyst class is: 84. (2) Reactant: FC(F)(F)C(O)=O.C(OC(=O)[NH:14][C:15]1[CH:20]=[CH:19][N:18]2[CH:21]=[C:22]([C:24]3[CH:29]=[CH:28][CH:27]=[CH:26][CH:25]=3)[N:23]=[C:17]2[CH:16]=1)(C)(C)C. Product: [C:24]1([C:22]2[N:23]=[C:17]3[CH:16]=[C:15]([NH2:14])[CH:20]=[CH:19][N:18]3[CH:21]=2)[CH:25]=[CH:26][CH:27]=[CH:28][CH:29]=1. The catalyst class is: 2. (3) Reactant: [Si:1]([O:18][CH2:19][C:20]([F:24])([F:23])[CH2:21][OH:22])([C:14]([CH3:17])([CH3:16])[CH3:15])([C:8]1[CH:13]=[CH:12][CH:11]=[CH:10][CH:9]=1)[C:2]1[CH:7]=[CH:6][CH:5]=[CH:4][CH:3]=1.N1C(C)=CC=CC=1C.[O:33](S(C(F)(F)F)(=O)=O)[S:34]([C:37]([F:40])([F:39])[F:38])(=O)=[O:35]. Product: [F:38][C:37]([F:40])([F:39])[S:34]([O:22][CH2:21][C:20]([F:23])([F:24])[CH2:19][O:18][Si:1]([C:14]([CH3:17])([CH3:15])[CH3:16])([C:8]1[CH:13]=[CH:12][CH:11]=[CH:10][CH:9]=1)[C:2]1[CH:3]=[CH:4][CH:5]=[CH:6][CH:7]=1)(=[O:35])=[O:33]. The catalyst class is: 2.